This data is from Full USPTO retrosynthesis dataset with 1.9M reactions from patents (1976-2016). The task is: Predict the reactants needed to synthesize the given product. (1) The reactants are: C(OC([N:8]1[CH2:13][CH2:12][C:11]([NH:26][C:27]([C:29]2[N:33]3[C@@:34]([CH2:47][C:48]4[CH:53]=[CH:52][C:51]([C:54]#[N:55])=[CH:50][CH:49]=4)([CH3:46])[C:35](=[O:45])[N:36]([C:37]4[CH:42]=[C:41]([Cl:43])[CH:40]=[C:39]([Cl:44])[CH:38]=4)[C:32]3=[N:31][CH:30]=2)=[O:28])([C:14](=[O:25])[NH:15][C:16]2([C:19]3[CH:24]=[CH:23][CH:22]=[CH:21][N:20]=3)[CH2:18][CH2:17]2)[CH2:10][CH2:9]1)=O)(C)(C)C.C(O)(C(F)(F)F)=O. Given the product [N:20]1[CH:21]=[CH:22][CH:23]=[CH:24][C:19]=1[C:16]1([NH:15][C:14]([C:11]2([NH:26][C:27]([C:29]3[N:33]4[C@@:34]([CH2:47][C:48]5[CH:53]=[CH:52][C:51]([C:54]#[N:55])=[CH:50][CH:49]=5)([CH3:46])[C:35](=[O:45])[N:36]([C:37]5[CH:42]=[C:41]([Cl:43])[CH:40]=[C:39]([Cl:44])[CH:38]=5)[C:32]4=[N:31][CH:30]=3)=[O:28])[CH2:12][CH2:13][NH:8][CH2:9][CH2:10]2)=[O:25])[CH2:18][CH2:17]1, predict the reactants needed to synthesize it. (2) The reactants are: [Cl:1][C:2]1[C:11]2[C:6](=[CH:7][C:8]([S:12]([O:15]C3C(F)=C(F)C(F)=C(F)C=3F)(=[O:14])=O)=[CH:9][CH:10]=2)[CH:5]=[C:4]([Cl:27])[N:3]=1.C1COCC1.[CH3:33][O:34][C:35]1[CH:47]=[CH:46][C:38]([CH2:39][NH:40][C:41]2[CH:45]=[CH:44][O:43][N:42]=2)=[CH:37][CH:36]=1.C[Si]([N-][Si](C)(C)C)(C)C.[Li+]. Given the product [Cl:1][C:2]1[C:11]2[C:6](=[CH:7][C:8]([S:12]([N:40]([C:41]3[CH:45]=[CH:44][O:43][N:42]=3)[CH2:39][C:38]3[CH:37]=[CH:36][C:35]([O:34][CH3:33])=[CH:47][CH:46]=3)(=[O:14])=[O:15])=[CH:9][CH:10]=2)[CH:5]=[C:4]([Cl:27])[N:3]=1, predict the reactants needed to synthesize it. (3) The reactants are: [Cl-].[Cl-].[NH2+:3]1[CH2:8][CH2:7][CH:6]([C:9]2[O:13][N:12]=[C:11]([C:14]3[CH:23]=[CH:22][C:21]4[C:16](=[CH:17][CH:18]=[CH:19][CH:20]=4)[NH+:15]=3)[N:10]=2)[CH2:5][CH2:4]1.CCN(C(C)C)C(C)C.[Cl:33][C:34]1[CH:39]=[CH:38][CH:37]=[CH:36][C:35]=1[N:40]=[C:41]=[O:42]. Given the product [Cl:33][C:34]1[CH:39]=[CH:38][CH:37]=[CH:36][C:35]=1[NH:40][C:41]([N:3]1[CH2:8][CH2:7][CH:6]([C:9]2[O:13][N:12]=[C:11]([C:14]3[CH:23]=[CH:22][C:21]4[C:16](=[CH:17][CH:18]=[CH:19][CH:20]=4)[N:15]=3)[N:10]=2)[CH2:5][CH2:4]1)=[O:42], predict the reactants needed to synthesize it. (4) Given the product [F:17][CH:15]([F:16])[C:12]1[O:13][CH:14]=[C:9]([OH:8])[C:10](=[O:18])[CH:11]=1, predict the reactants needed to synthesize it. The reactants are: C([O:8][C:9]1[C:10](=[O:18])[CH:11]=[C:12]([CH:15]([F:17])[F:16])[O:13][CH:14]=1)C1C=CC=CC=1.B(Br)(Br)Br.CO. (5) Given the product [Cl:1][C:2]1[CH:3]=[C:4]([NH:8][C:9]([N:11]2[CH2:16][CH2:15][C:14]3[NH:17][N:18]=[C:19]([C:34]4[CH:33]=[CH:32][CH:31]=[C:30]([O:29][CH3:28])[CH:35]=4)[C:13]=3[CH2:12]2)=[O:10])[CH:5]=[CH:6][CH:7]=1, predict the reactants needed to synthesize it. The reactants are: [Cl:1][C:2]1[CH:3]=[C:4]([NH:8][C:9]([N:11]2[CH2:16][CH2:15][C:14]3[NH:17][N:18]=[C:19](OS(C(F)(F)F)(=O)=O)[C:13]=3[CH2:12]2)=[O:10])[CH:5]=[CH:6][CH:7]=1.[CH3:28][O:29][C:30]1[CH:31]=[C:32](B(O)O)[CH:33]=[CH:34][CH:35]=1.[O-]P([O-])([O-])=O.[K+].[K+].[K+]. (6) Given the product [C:1]([O:5][C:6]([N:8]1[CH2:12][CH2:11][CH:10]([C:13]2[CH:18]=[CH:17][C:16]([NH:19][CH3:20])=[CH:15][CH:14]=2)[CH2:9]1)=[O:7])([CH3:4])([CH3:3])[CH3:2], predict the reactants needed to synthesize it. The reactants are: [C:1]([O:5][C:6]([N:8]1[CH2:12][CH2:11][CH:10]([C:13]2[CH:18]=[CH:17][C:16]([NH:19][C:20](OCC)=O)=[CH:15][CH:14]=2)[CH2:9]1)=[O:7])([CH3:4])([CH3:3])[CH3:2].COCCO[AlH2-]OCCOC.[Na+]. (7) Given the product [F:42][C:39]1[CH:38]=[CH:37][C:36]([CH:30]2[C:29]3([CH2:43][CH2:44][CH2:45][N:27]([C:25](=[O:26])[C@H:24]([NH:23][C:10](=[O:11])[C:9]([N:8]([CH3:22])[C:6](=[O:7])[O:5][C:1]([CH3:3])([CH3:2])[CH3:4])([CH3:21])[CH3:20])[CH2:46][O:47][CH2:48][C:49]4[CH:54]=[CH:53][C:52]([CH3:55])=[CH:51][CH:50]=4)[CH2:28]3)[C:33](=[O:34])[N:32]([CH3:35])[CH2:31]2)=[CH:41][CH:40]=1, predict the reactants needed to synthesize it. The reactants are: [C:1]([O:5][C:6]([N:8]([CH3:22])[C:9]([CH3:21])([CH3:20])[C:10](ON1C(=O)CCC1=O)=[O:11])=[O:7])([CH3:4])([CH3:3])[CH3:2].[NH2:23][C@H:24]([CH2:46][O:47][CH2:48][C:49]1[CH:54]=[CH:53][C:52]([CH3:55])=[CH:51][CH:50]=1)[C:25]([N:27]1[CH2:45][CH2:44][CH2:43][C:29]2([C:33](=[O:34])[N:32]([CH3:35])[CH2:31][CH:30]2[C:36]2[CH:41]=[CH:40][C:39]([F:42])=[CH:38][CH:37]=2)[CH2:28]1)=[O:26].CCN(C(C)C)C(C)C.